This data is from Full USPTO retrosynthesis dataset with 1.9M reactions from patents (1976-2016). The task is: Predict the reactants needed to synthesize the given product. (1) Given the product [Cl:10][C:6]1[N:5]=[CH:4][N:3]=[C:2]([NH:12][C@H:13]([C:21]([O:23][CH3:24])=[O:22])[CH2:14][C:15]2[CH:20]=[CH:19][CH:18]=[CH:17][CH:16]=2)[C:7]=1[CH:8]=[O:9], predict the reactants needed to synthesize it. The reactants are: Cl[C:2]1[C:7]([CH:8]=[O:9])=[C:6]([Cl:10])[N:5]=[CH:4][N:3]=1.Cl.[NH2:12][C@H:13]([C:21]([O:23][CH3:24])=[O:22])[CH2:14][C:15]1[CH:20]=[CH:19][CH:18]=[CH:17][CH:16]=1.C(N(CC)C(C)C)(C)C. (2) Given the product [C:1]([O:5][C:6](=[O:42])[N:7]([CH2:40][CH3:41])[CH2:8][C:9]1[CH:10]=[N:11][CH:12]=[C:13]([C:16]2[CH:17]=[C:18]3[C:22](=[CH:23][CH:24]=2)[N:21]([CH:25]2[CH2:30][CH2:29][CH2:28][CH2:27][O:26]2)[N:20]=[C:19]3[C:31]2[NH:32][C:33]3[CH2:39][CH2:38][CH2:37][CH2:36][C:34]=3[N:35]=2)[C:14]=1[CH2:15][CH3:43])([CH3:3])([CH3:4])[CH3:2], predict the reactants needed to synthesize it. The reactants are: [C:1]([O:5][C:6](=[O:42])[N:7]([CH2:40][CH3:41])[CH2:8][C:9]1[CH:10]=[N:11][CH:12]=[C:13]([C:16]2[CH:17]=[C:18]3[C:22](=[CH:23][CH:24]=2)[N:21]([CH:25]2[CH2:30][CH2:29][CH2:28][CH2:27][O:26]2)[N:20]=[C:19]3[C:31]2[NH:35][C:34]3[CH2:36][CH2:37][CH2:38][CH2:39][C:33]=3[N:32]=2)[C:14]=1[CH3:15])([CH3:4])([CH3:3])[CH3:2].[C:43](OC(=O)N(CC)CC1C=NC=C(C2C=C3C(=CC=2)N(C2CCCCO2)N=C3C=O)C=1CC)(C)(C)C.C1(=O)CCCCC1=O.C([O-])(=O)C.[NH4+].